From a dataset of CYP2D6 inhibition data for predicting drug metabolism from PubChem BioAssay. Regression/Classification. Given a drug SMILES string, predict its absorption, distribution, metabolism, or excretion properties. Task type varies by dataset: regression for continuous measurements (e.g., permeability, clearance, half-life) or binary classification for categorical outcomes (e.g., BBB penetration, CYP inhibition). Dataset: cyp2d6_veith. (1) The compound is OCCNCCCOc1cccc(Cl)c1Cl. The result is 1 (inhibitor). (2) The molecule is Cc1ccc(C)c(NC(=O)C2C3CCCC2C3c2ccccc2)c1. The result is 1 (inhibitor). (3) The compound is CC(=O)Nc1ccc(NCN2C(=O)C3C4CCC(C4)C3C2=O)cc1. The result is 0 (non-inhibitor). (4) The drug is Brc1ccc([C@H]2CN3CCSC3=N2)cc1. The result is 0 (non-inhibitor). (5) The compound is CCOC(=O)c1ccc(NC(=O)C2(c3ccc(OC)cc3)CCOCC2)cc1. The result is 0 (non-inhibitor). (6) The drug is CS(=O)(=O)Nc1cccc(-c2nc(NCc3cccnc3)c3ccccc3n2)c1. The result is 1 (inhibitor). (7) The result is 0 (non-inhibitor). The compound is CN(C)c1ccnc(-c2ccccc2C(F)(F)F)n1.